This data is from Full USPTO retrosynthesis dataset with 1.9M reactions from patents (1976-2016). The task is: Predict the reactants needed to synthesize the given product. (1) The reactants are: [Cl:1][C:2]1[CH:7]=[CH:6][C:5]([N:8]2[C@@H:12]([C:13]3[CH:18]=[CH:17][CH:16]=[C:15]([OH:19])[CH:14]=3)[CH2:11][O:10][C:9]2=[O:20])=[CH:4][CH:3]=1.Br[C:22]1[CH:27]=[N:26][CH:25]=[CH:24][N:23]=1.CN(C)CC(O)=O.C([O-])([O-])=O.[Cs+].[Cs+]. Given the product [Cl:1][C:2]1[CH:3]=[CH:4][C:5]([N:8]2[C@@H:12]([C:13]3[CH:18]=[CH:17][CH:16]=[C:15]([O:19][C:22]4[CH:27]=[N:26][CH:25]=[CH:24][N:23]=4)[CH:14]=3)[CH2:11][O:10][C:9]2=[O:20])=[CH:6][CH:7]=1, predict the reactants needed to synthesize it. (2) Given the product [F:1][C:2]1[CH:7]=[CH:6][CH:5]=[C:4]([F:8])[C:3]=1[N:9]1[C:14]2[N:15]=[C:16]([N:36]3[CH2:42][CH2:41][CH2:40][CH2:39][CH2:38][CH2:37]3)[N:17]=[C:18]([C:19]3[CH:20]=[C:21]([CH:28]=[CH:29][C:30]=3[CH3:31])[C:22]([NH:24][CH:25]([CH3:27])[CH3:26])=[O:23])[C:13]=2[CH2:12][NH:11][C:10]1=[O:35], predict the reactants needed to synthesize it. The reactants are: [F:1][C:2]1[CH:7]=[CH:6][CH:5]=[C:4]([F:8])[C:3]=1[N:9]1[C:14]2[N:15]=[C:16](S(C)=O)[N:17]=[C:18]([C:19]3[CH:20]=[C:21]([CH:28]=[CH:29][C:30]=3[CH3:31])[C:22]([NH:24][CH:25]([CH3:27])[CH3:26])=[O:23])[C:13]=2[CH2:12][NH:11][C:10]1=[O:35].[NH:36]1[CH2:42][CH2:41][CH2:40][CH2:39][CH2:38][CH2:37]1. (3) The reactants are: [Br:1][C:2]1[CH:7]=[CH:6][C:5]([C:8](=O)[CH:9]=[CH:10][C:11]2[S:12][CH:13]=[CH:14][CH:15]=2)=[CH:4][CH:3]=1.O.[NH2:18][NH2:19]. Given the product [Br:1][C:2]1[CH:7]=[CH:6][C:5]([C:8]2[NH:18][NH:19][CH:10]([C:11]3[S:12][CH:13]=[CH:14][CH:15]=3)[CH:9]=2)=[CH:4][CH:3]=1, predict the reactants needed to synthesize it.